This data is from Reaction yield outcomes from USPTO patents with 853,638 reactions. The task is: Predict the reaction yield, written as a fraction of the theoretical maximum amount of product (1.0 means a 100% yield; for example, 0.34 means a 34% yield). (1) The reactants are [Cl-].O[NH3+:3].[C:4](=[O:7])([O-])[OH:5].[Na+].CS(C)=O.[CH2:13]([C:17]1[N:18]=[C:19]([CH3:49])[N:20]([C:39]2[CH:48]=[CH:47][C:46]3[C:41](=[CH:42][CH:43]=[CH:44][CH:45]=3)[CH:40]=2)[C:21](=[O:38])[C:22]=1[CH2:23][C:24]1[CH:29]=[CH:28][C:27]([C:30]2[C:31]([C:36]#[N:37])=[CH:32][CH:33]=[CH:34][CH:35]=2)=[CH:26][CH:25]=1)[CH2:14][CH2:15][CH3:16]. The catalyst is O.C(OCC)(=O)C. The product is [CH2:13]([C:17]1[N:18]=[C:19]([CH3:49])[N:20]([C:39]2[CH:48]=[CH:47][C:46]3[C:41](=[CH:42][CH:43]=[CH:44][CH:45]=3)[CH:40]=2)[C:21](=[O:38])[C:22]=1[CH2:23][C:24]1[CH:25]=[CH:26][C:27]([C:30]2[CH:35]=[CH:34][CH:33]=[CH:32][C:31]=2[C:36]2[NH:3][C:4](=[O:7])[O:5][N:37]=2)=[CH:28][CH:29]=1)[CH2:14][CH2:15][CH3:16]. The yield is 0.700. (2) The reactants are [CH3:1][C:2]1[O:6][N:5]=[C:4]([C:7]2[CH:12]=[CH:11][CH:10]=[CH:9][CH:8]=2)[C:3]=1[CH2:13][O:14][C:15]1[CH:23]=[CH:22][C:18]([C:19]([OH:21])=O)=[CH:17][N:16]=1.[C:24]([NH:31][CH2:32][CH2:33][NH2:34])([O:26][C:27]([CH3:30])([CH3:29])[CH3:28])=[O:25]. No catalyst specified. The product is [C:27]([O:26][C:24](=[O:25])[NH:31][CH2:32][CH2:33][NH:34][C:19]([C:18]1[CH:17]=[N:16][C:15]([O:14][CH2:13][C:3]2[C:4]([C:7]3[CH:8]=[CH:9][CH:10]=[CH:11][CH:12]=3)=[N:5][O:6][C:2]=2[CH3:1])=[CH:23][CH:22]=1)=[O:21])([CH3:30])([CH3:28])[CH3:29]. The yield is 0.900. (3) The reactants are [NH:1]1[C:9]2[C:4](=[CH:5][CH:6]=[CH:7][N:8]=2)[CH:3]=[CH:2]1.[CH3:10]C1C2C(=CC=CC=2)NC=1. No catalyst specified. The product is [CH3:10][N:1]1[C:9]2=[N:8][CH:7]=[CH:6][CH:5]=[C:4]2[CH:3]=[CH:2]1. The yield is 0.580. (4) The reactants are [CH3:1][C:2]1[CH:7]=[C:6]([C:8]([F:17])([C:13]([F:16])([F:15])[F:14])[C:9]([F:12])([F:11])[F:10])[CH:5]=[C:4]([CH3:18])[C:3]=1[NH:19][C:20]([C:22]1[S:23][CH:24]=[C:25]([NH2:27])[CH:26]=1)=[O:21].[Br:28]N1C(=O)CCC1=O.O. The catalyst is O1CCCC1. The product is [CH3:18][C:4]1[CH:5]=[C:6]([C:8]([F:17])([C:13]([F:14])([F:15])[F:16])[C:9]([F:11])([F:12])[F:10])[CH:7]=[C:2]([CH3:1])[C:3]=1[NH:19][C:20]([C:22]1[S:23][C:24]([Br:28])=[C:25]([NH2:27])[CH:26]=1)=[O:21]. The yield is 0.800.